Task: Predict which catalyst facilitates the given reaction.. Dataset: Catalyst prediction with 721,799 reactions and 888 catalyst types from USPTO (1) Reactant: [Cl:1][C:2]1[C:7]([C:8]2[N:12]=[C:11]([C:13]3[CH:18]=[C:17]([N+:19]([O-:21])=[O:20])[C:16]([OH:22])=[C:15]([O:23]C)[CH:14]=3)[O:10][N:9]=2)=[C:6]([CH3:25])[C:5]([Cl:26])=[C:4]([CH3:27])[N:3]=1.[Cl-].[Al+3].[Cl-].[Cl-].N1C=CC=CC=1.Cl. Product: [Cl:1][C:2]1[C:7]([C:8]2[N:12]=[C:11]([C:13]3[CH:14]=[C:15]([OH:23])[C:16]([OH:22])=[C:17]([N+:19]([O-:21])=[O:20])[CH:18]=3)[O:10][N:9]=2)=[C:6]([CH3:25])[C:5]([Cl:26])=[C:4]([CH3:27])[N:3]=1. The catalyst class is: 37. (2) Reactant: [Br:1][C:2]1[CH:3]=[C:4]([F:9])[C:5](F)=[N:6][CH:7]=1.[C:10]([O:18][C:19]([CH3:22])([CH3:21])[CH3:20])(=[O:17])[CH2:11][C:12]([O:14][CH2:15][CH3:16])=[O:13].C([O-])([O-])=O.[Cs+].[Cs+]. Product: [Br:1][C:2]1[CH:3]=[C:4]([F:9])[C:5]([CH:11]([C:12]([O:14][CH2:15][CH3:16])=[O:13])[C:10]([O:18][C:19]([CH3:22])([CH3:20])[CH3:21])=[O:17])=[N:6][CH:7]=1. The catalyst class is: 16. (3) Reactant: [Cl:1][C:2]1[N:3]=[C:4]([N:16]2[CH2:21][CH2:20][O:19][CH2:18][CH2:17]2)[C:5]2[S:10][C:9]([C:11]3([OH:15])[CH2:14][O:13][CH2:12]3)=[CH:8][C:6]=2[N:7]=1.[H-].[Na+].CI.[C:26](OCC)(=O)C. Product: [Cl:1][C:2]1[N:3]=[C:4]([N:16]2[CH2:21][CH2:20][O:19][CH2:18][CH2:17]2)[C:5]2[S:10][C:9]([C:11]3([O:15][CH3:26])[CH2:14][O:13][CH2:12]3)=[CH:8][C:6]=2[N:7]=1. The catalyst class is: 3. (4) Reactant: [NH2:1][C:2]1[CH:7]=[CH:6][CH:5]=[C:4]([O:8][CH3:9])[C:3]=1[C:10]([OH:13])([CH3:12])[CH3:11].C(N(CC)CC)C.[C:21](Cl)(=[O:23])[CH3:22].[NH4+].[Cl-]. Product: [OH:13][C:10]([C:3]1[C:4]([O:8][CH3:9])=[CH:5][CH:6]=[CH:7][C:2]=1[NH:1][C:21](=[O:23])[CH3:22])([CH3:11])[CH3:12]. The catalyst class is: 2. (5) Reactant: [CH2:1]([O:4][C:5]1([CH3:45])[CH2:10][CH2:9][N:8]([C:11]2[C:12]3[N:13]([N:28]=[C:29]([C:31]4[CH:32]=[C:33]([C:37]5[CH:42]=[CH:41][C:40]([F:43])=[CH:39][C:38]=5[OH:44])[CH:34]=[CH:35][CH:36]=4)[CH:30]=3)[CH:14]=[C:15]([CH3:27])[C:16]=2[C@H:17]([O:22][C:23]([CH3:26])([CH3:25])[CH3:24])[C:18]([O:20][CH3:21])=[O:19])[CH2:7][CH2:6]1)[CH:2]=[CH2:3].[CH3:46][C@@H:47](O)[CH2:48][CH:49]=[CH2:50].C1C=CC(P(C2C=CC=CC=2)C2C=CC=CC=2)=CC=1.CCOC(/N=N/C(OCC)=O)=O. Product: [CH2:1]([O:4][C:5]1([CH3:45])[CH2:6][CH2:7][N:8]([C:11]2[C:12]3[N:13]([N:28]=[C:29]([C:31]4[CH:32]=[C:33]([C:37]5[CH:42]=[CH:41][C:40]([F:43])=[CH:39][C:38]=5[O:44][C@H:49]([CH2:48][CH:47]=[CH2:46])[CH3:50])[CH:34]=[CH:35][CH:36]=4)[CH:30]=3)[CH:14]=[C:15]([CH3:27])[C:16]=2[C@H:17]([O:22][C:23]([CH3:25])([CH3:24])[CH3:26])[C:18]([O:20][CH3:21])=[O:19])[CH2:9][CH2:10]1)[CH:2]=[CH2:3]. The catalyst class is: 20. (6) Reactant: Cl.Cl[CH2:3][CH2:4][CH:5]([C:10]1[CH:15]=[C:14]([F:16])[C:13]([F:17])=[C:12]([F:18])[CH:11]=1)[C:6]([NH:8][NH2:9])=O.C(N(CC)CC)C.Cl.Cl.[CH3:28][O:29][C:30]1[CH:31]=[C:32](/[CH:42]=[CH:43]/[C:44](=[NH:48])OCC)[CH:33]=[N:34][C:35]=1[N:36]1[CH:40]=[C:39]([CH3:41])[N:38]=[CH:37]1. Product: [CH3:28][O:29][C:30]1[CH:31]=[C:32](/[CH:42]=[CH:43]/[C:44]2[N:48]=[C:6]3[CH:5]([C:10]4[CH:15]=[C:14]([F:16])[C:13]([F:17])=[C:12]([F:18])[CH:11]=4)[CH2:4][CH2:3][N:8]3[N:9]=2)[CH:33]=[N:34][C:35]=1[N:36]1[CH:40]=[C:39]([CH3:41])[N:38]=[CH:37]1. The catalyst class is: 8. (7) Reactant: [F:1][C:2]1[CH:7]=[C:6]([F:8])[CH:5]=[CH:4][C:3]=1[C:9]1[N:14]=[C:13]([CH2:15][C:16]2[C:23]([F:24])=[CH:22][C:19]([C:20]#[N:21])=[CH:18][C:17]=2[F:25])[CH:12]=[CH:11][CH:10]=1.C[Si]([N-][Si](C)(C)C)(C)C.[Li+].[CH3:36][Si:37]([CH3:46])([CH3:45])[C:38]#[C:39][C:40](OCC)=[O:41]. Product: [F:1][C:2]1[CH:7]=[C:6]([F:8])[CH:5]=[CH:4][C:3]=1[C:9]1[N:14]=[C:13]([CH:15]([C:16]2[C:23]([F:24])=[CH:22][C:19]([C:20]#[N:21])=[CH:18][C:17]=2[F:25])[C:40](=[O:41])[C:39]#[C:38][Si:37]([CH3:46])([CH3:45])[CH3:36])[CH:12]=[CH:11][CH:10]=1. The catalyst class is: 1. (8) Reactant: [CH3:1][CH:2]([CH3:18])[CH2:3][NH:4][C:5]1[CH:10]=[C:9]([CH3:11])[N:8]2[N:12]=[N:13][N:14]=[C:7]2[C:6]=1[N+:15]([O-])=O.CO. Product: [CH3:1][CH:2]([CH3:18])[CH2:3][NH:4][C:5]1[CH:10]=[C:9]([CH3:11])[N:8]2[N:12]=[N:13][N:14]=[C:7]2[C:6]=1[NH2:15]. The catalyst class is: 11. (9) Reactant: [Mg].II.Br[CH2:5][C:6]1[CH:11]=[C:10]([Cl:12])[CH:9]=[CH:8][C:7]=1[F:13].[CH2:14]([N:21]1[CH2:25][CH2:24][C:23](=[O:26])[CH2:22]1)[C:15]1[CH:20]=[CH:19][CH:18]=[CH:17][CH:16]=1.[Cl-].[NH4+]. Product: [CH2:14]([N:21]1[CH2:25][CH2:24][C:23]([CH2:5][C:6]2[CH:11]=[C:10]([Cl:12])[CH:9]=[CH:8][C:7]=2[F:13])([OH:26])[CH2:22]1)[C:15]1[CH:16]=[CH:17][CH:18]=[CH:19][CH:20]=1. The catalyst class is: 27. (10) Product: [CH2:1]([O:3][C:4](=[O:39])[CH2:5][CH2:6][CH2:7][N:8]1[C:12]2[N:13]=[C:14]([CH3:38])[N:15]=[C:16]([NH:17][CH2:18][C@H:19]([NH2:27])[C:20]([O:22][C:23]([CH3:24])([CH3:25])[CH3:26])=[O:21])[C:11]=2[CH:10]=[CH:9]1)[CH3:2]. The catalyst class is: 29. Reactant: [CH2:1]([O:3][C:4](=[O:39])[CH2:5][CH2:6][CH2:7][N:8]1[C:12]2[N:13]=[C:14]([CH3:38])[N:15]=[C:16]([NH:17][CH2:18][C@H:19]([NH:27]C(OCC3C=CC=CC=3)=O)[C:20]([O:22][C:23]([CH3:26])([CH3:25])[CH3:24])=[O:21])[C:11]=2[CH:10]=[CH:9]1)[CH3:2].C(O)(=O)C.